From a dataset of NCI-60 drug combinations with 297,098 pairs across 59 cell lines. Regression. Given two drug SMILES strings and cell line genomic features, predict the synergy score measuring deviation from expected non-interaction effect. (1) Drug 1: CN1C2=C(C=C(C=C2)N(CCCl)CCCl)N=C1CCCC(=O)O.Cl. Drug 2: CCC1(C2=C(COC1=O)C(=O)N3CC4=CC5=C(C=CC(=C5CN(C)C)O)N=C4C3=C2)O.Cl. Cell line: HOP-92. Synergy scores: CSS=26.8, Synergy_ZIP=-6.33, Synergy_Bliss=-0.968, Synergy_Loewe=-10.9, Synergy_HSA=0.652. (2) Drug 1: C1=CC(=CC=C1C#N)C(C2=CC=C(C=C2)C#N)N3C=NC=N3. Drug 2: CC1=C(C=C(C=C1)C(=O)NC2=CC(=CC(=C2)C(F)(F)F)N3C=C(N=C3)C)NC4=NC=CC(=N4)C5=CN=CC=C5. Cell line: NCIH23. Synergy scores: CSS=-1.50, Synergy_ZIP=0.901, Synergy_Bliss=0.836, Synergy_Loewe=-1.07, Synergy_HSA=-2.35. (3) Drug 1: CCCCC(=O)OCC(=O)C1(CC(C2=C(C1)C(=C3C(=C2O)C(=O)C4=C(C3=O)C=CC=C4OC)O)OC5CC(C(C(O5)C)O)NC(=O)C(F)(F)F)O. Drug 2: C1CNP(=O)(OC1)N(CCCl)CCCl. Cell line: UACC62. Synergy scores: CSS=53.2, Synergy_ZIP=3.85, Synergy_Bliss=3.40, Synergy_Loewe=-32.5, Synergy_HSA=2.43. (4) Drug 1: COC1=C(C=C2C(=C1)N=CN=C2NC3=CC(=C(C=C3)F)Cl)OCCCN4CCOCC4. Drug 2: C1=NNC2=C1C(=O)NC=N2. Cell line: MDA-MB-231. Synergy scores: CSS=12.1, Synergy_ZIP=0.611, Synergy_Bliss=4.24, Synergy_Loewe=-38.9, Synergy_HSA=0.749. (5) Drug 1: CC1OCC2C(O1)C(C(C(O2)OC3C4COC(=O)C4C(C5=CC6=C(C=C35)OCO6)C7=CC(=C(C(=C7)OC)O)OC)O)O. Drug 2: CC1CCC2CC(C(=CC=CC=CC(CC(C(=O)C(C(C(=CC(C(=O)CC(OC(=O)C3CCCCN3C(=O)C(=O)C1(O2)O)C(C)CC4CCC(C(C4)OC)OCCO)C)C)O)OC)C)C)C)OC. Cell line: RPMI-8226. Synergy scores: CSS=54.1, Synergy_ZIP=-1.09, Synergy_Bliss=-0.0307, Synergy_Loewe=3.11, Synergy_HSA=5.06. (6) Drug 1: C1=NC(=NC(=O)N1C2C(C(C(O2)CO)O)O)N. Drug 2: CC12CCC3C(C1CCC2O)C(CC4=C3C=CC(=C4)O)CCCCCCCCCS(=O)CCCC(C(F)(F)F)(F)F. Cell line: COLO 205. Synergy scores: CSS=7.16, Synergy_ZIP=-3.93, Synergy_Bliss=1.49, Synergy_Loewe=-1.61, Synergy_HSA=0.516.